Dataset: Catalyst prediction with 721,799 reactions and 888 catalyst types from USPTO. Task: Predict which catalyst facilitates the given reaction. (1) Reactant: C([O:8][C:9]1[CH:10]=[C:11]([C:15]2(O)[CH2:18][CH2:17][CH2:16]2)[CH:12]=[CH:13][CH:14]=1)C1C=CC=CC=1. Product: [CH:15]1([C:11]2[CH:10]=[C:9]([OH:8])[CH:14]=[CH:13][CH:12]=2)[CH2:16][CH2:17][CH2:18]1. The catalyst class is: 29. (2) Reactant: [C:1]([O:5][C:6]([NH:8][CH2:9][CH2:10][C:11]([OH:13])=O)=[O:7])([CH3:4])([CH3:3])[CH3:2].[CH3:14][S:15]([NH2:18])(=[O:17])=[O:16].CCN=C=NCCCN(C)C. Product: [CH3:14][S:15]([NH:18][C:11](=[O:13])[CH2:10][CH2:9][NH:8][C:6](=[O:7])[O:5][C:1]([CH3:4])([CH3:3])[CH3:2])(=[O:17])=[O:16]. The catalyst class is: 64. (3) Reactant: [N:1]1([C:7]([C@@H:9]2[CH2:18][C:17]3[C:12](=[CH:13][CH:14]=[CH:15][CH:16]=3)[CH2:11][N:10]2[C:19]([O:21][CH2:22][C:23]2[CH:28]=[CH:27][CH:26]=[CH:25][CH:24]=2)=[O:20])=O)[CH2:6][CH2:5][O:4][CH2:3][CH2:2]1.Cl.C([O-])(O)=O.[Na+]. Product: [N:1]1([CH2:7][C@@H:9]2[CH2:18][C:17]3[C:12](=[CH:13][CH:14]=[CH:15][CH:16]=3)[CH2:11][N:10]2[C:19]([O:21][CH2:22][C:23]2[CH:28]=[CH:27][CH:26]=[CH:25][CH:24]=2)=[O:20])[CH2:6][CH2:5][O:4][CH2:3][CH2:2]1. The catalyst class is: 7.